The task is: Predict the product of the given reaction.. This data is from Forward reaction prediction with 1.9M reactions from USPTO patents (1976-2016). (1) Given the reactants [CH:1]1([N:4]2[C:12]3[C:7](=[CH:8][C:9]([N+:13]([O-])=O)=[CH:10][CH:11]=3)[CH2:6][C:5]2=[O:16])[CH2:3][CH2:2]1.[Cl-].[NH4+], predict the reaction product. The product is: [NH2:13][C:9]1[CH:8]=[C:7]2[C:12](=[CH:11][CH:10]=1)[N:4]([CH:1]1[CH2:2][CH2:3]1)[C:5](=[O:16])[CH2:6]2. (2) The product is: [CH3:10][O:9][C:7](=[O:8])[C:6]1[CH:11]=[C:2]([O:1][C:24]2[CH:25]=[C:26]([C:33]3[CH:38]=[CH:37][CH:36]=[CH:35][CH:34]=3)[C:27]([N+:30]([O-:32])=[O:31])=[CH:28][CH:29]=2)[CH:3]=[CH:4][C:5]=1[NH:12][S:13]([C:16]1[CH:21]=[CH:20][C:19]([CH3:22])=[CH:18][CH:17]=1)(=[O:15])=[O:14]. Given the reactants [OH:1][C:2]1[CH:3]=[CH:4][C:5]([NH:12][S:13]([C:16]2[CH:21]=[CH:20][C:19]([CH3:22])=[CH:18][CH:17]=2)(=[O:15])=[O:14])=[C:6]([CH:11]=1)[C:7]([O:9][CH3:10])=[O:8].F[C:24]1[CH:29]=[CH:28][C:27]([N+:30]([O-:32])=[O:31])=[C:26]([C:33]2[CH:38]=[CH:37][CH:36]=[CH:35][CH:34]=2)[CH:25]=1.C(=O)([O-])[O-].[K+].[K+], predict the reaction product.